Dataset: Reaction yield outcomes from USPTO patents with 853,638 reactions. Task: Predict the reaction yield, written as a fraction of the theoretical maximum amount of product (1.0 means a 100% yield; for example, 0.34 means a 34% yield). The reactants are Br[C:2]1[CH:3]=[C:4]2[C:9](=[CH:10][CH:11]=1)[CH:8]=[C:7]([OH:12])[CH:6]=[CH:5]2.[CH3:13][O:14][C:15]1[CH:20]=[CH:19][C:18](B(O)O)=[CH:17][CH:16]=1. The catalyst is COCCOC.C1(P(C2C=CC=CC=2)C2C=CC=CC=2)C=CC=CC=1.C1(P(C2C=CC=CC=2)C2C=CC=CC=2)C=CC=CC=1.C1(P(C2C=CC=CC=2)C2C=CC=CC=2)C=CC=CC=1.C1(P(C2C=CC=CC=2)C2C=CC=CC=2)C=CC=CC=1.[Pd]. The product is [CH3:13][O:14][C:15]1[CH:20]=[CH:19][C:18]([C:2]2[CH:3]=[C:4]3[C:9](=[CH:10][CH:11]=2)[CH:8]=[C:7]([OH:12])[CH:6]=[CH:5]3)=[CH:17][CH:16]=1. The yield is 0.710.